This data is from Full USPTO retrosynthesis dataset with 1.9M reactions from patents (1976-2016). The task is: Predict the reactants needed to synthesize the given product. (1) Given the product [Br:26][C:5]1[C:6]([N:11]2[CH2:16][CH2:15][CH:14]([CH2:17][C:18]([NH:20][C:21]3[S:22][CH:23]=[CH:24][N:25]=3)=[O:19])[CH2:13][CH2:12]2)=[C:7]2[N:8]=[C:33]([C:32]3[CH:35]=[CH:36][C:29]([N:28]([CH3:37])[CH3:27])=[CH:30][CH:31]=3)[NH:1][C:2]2=[N:3][CH:4]=1, predict the reactants needed to synthesize it. The reactants are: [NH2:1][C:2]1[C:7]([N+:8]([O-])=O)=[C:6]([N:11]2[CH2:16][CH2:15][CH:14]([CH2:17][C:18]([NH:20][C:21]3[S:22][CH:23]=[CH:24][N:25]=3)=[O:19])[CH2:13][CH2:12]2)[C:5]([Br:26])=[CH:4][N:3]=1.[CH3:27][N:28]([CH3:37])[C:29]1[CH:36]=[CH:35][C:32]([CH:33]=O)=[CH:31][CH:30]=1.[O-]S(S([O-])=O)=O.[Na+].[Na+]. (2) Given the product [CH3:28][O:29][C:30](=[O:39])[C:31]1[CH:36]=[CH:35][C:34]([CH3:37])=[C:33]([C:14]2[S:13][C:12]([C:10](=[O:11])[NH:9][C:3]3[CH:2]=[CH:7][N:43]=[CH:42][C:4]=3[CH3:5])=[CH:16][CH:15]=2)[CH:32]=1, predict the reactants needed to synthesize it. The reactants are: F[C:2]1[CH:7]=C[CH:5]=[C:4](F)[C:3]=1[NH:9][C:10]([C:12]1[S:13][C:14](C2C=C(C(F)(F)F)C=CC=2Cl)=[CH:15][CH:16]=1)=[O:11].[CH3:28][O:29][C:30](=[O:39])[C:31]1[CH:36]=[CH:35][C:34]([CH3:37])=[C:33](I)[CH:32]=1.CC1[CH:42]=[N:43]C=CC=1N. (3) Given the product [CH2:1]([O:5][C:6]([C:8]1[N:9]=[C:10]([C:29]#[N:30])[C:11]2[C:16]([C:17]=1[OH:18])=[CH:15][C:14]([S:19]([C:22]1[CH:27]=[CH:26][CH:25]=[CH:24][CH:23]=1)(=[O:21])=[O:20])=[CH:13][CH:12]=2)=[O:7])[CH2:2][CH2:3][CH3:4], predict the reactants needed to synthesize it. The reactants are: [CH2:1]([O:5][C:6]([C:8]1[N:9]=[C:10](Br)[C:11]2[C:16]([C:17]=1[OH:18])=[CH:15][C:14]([S:19]([C:22]1[CH:27]=[CH:26][CH:25]=[CH:24][CH:23]=1)(=[O:21])=[O:20])=[CH:13][CH:12]=2)=[O:7])[CH2:2][CH2:3][CH3:4].[C:29]([Cu])#[N:30]. (4) Given the product [CH3:1][O:2][C:3]([C:5]1[CH:13]=[C:12]2[C:8]([CH:9]=[CH:10][N:11]2[CH3:17])=[CH:7][CH:6]=1)=[O:4], predict the reactants needed to synthesize it. The reactants are: [CH3:1][O:2][C:3]([C:5]1[CH:13]=[C:12]2[C:8]([CH:9]=[CH:10][NH:11]2)=[CH:7][CH:6]=1)=[O:4].[H-].[Na+].I[CH3:17]. (5) The reactants are: [O:1]1CCCC1.[CH3:6][C:7]1[CH:12]=[C:11]([NH:13][C:14]2[N:19]=[CH:18][N:17]=[C:16]([NH:20]C(C3CC3)=O)[CH:15]=2)[C:10](=[O:26])[N:9]2[C:27]3([CH2:35][CH2:34][CH2:33][C:32](=O)[CH2:31]3)[NH:28][C:29](=[O:30])[C:8]=12.[OH-].[K+].[BH4-].[Na+]. Given the product [NH2:20][C:16]1[N:17]=[CH:18][N:19]=[C:14]([NH:13][C:11]2[C:10](=[O:26])[N:9]3[C:27]4([CH2:31][CH2:32][CH:33]([OH:1])[CH2:34][CH2:35]4)[NH:28][C:29](=[O:30])[C:8]3=[C:7]([CH3:6])[CH:12]=2)[CH:15]=1, predict the reactants needed to synthesize it. (6) Given the product [CH:33]1([NH:39][C:3]([C:4]2[CH:10]=[C:11]([C:13]3[CH:18]=[C:17]([C:19]([F:22])([F:21])[F:20])[CH:16]=[CH:15][C:14]=3[F:23])[N:31]([CH2:30][CH:28]3[CH2:27][O:26][C:25]([CH3:32])([CH3:24])[O:29]3)[C:5]=2[CH3:6])=[O:8])[CH2:38][CH2:37][CH2:36][CH2:35][CH2:34]1, predict the reactants needed to synthesize it. The reactants are: CO[C:3](=[O:8])[CH2:4][C:5](=O)[CH3:6].Br[CH2:10][C:11]([C:13]1[CH:18]=[C:17]([C:19]([F:22])([F:21])[F:20])[CH:16]=[CH:15][C:14]=1[F:23])=O.[CH3:24][C:25]1([CH3:32])[O:29][CH:28]([CH2:30][NH2:31])[CH2:27][O:26]1.[CH:33]1([NH2:39])[CH2:38][CH2:37][CH2:36][CH2:35][CH2:34]1. (7) Given the product [CH2:1]([O:3][C:4](=[O:31])[CH2:5][CH:6]1[CH2:7][CH2:8][CH:9]([C:12]([N:14]2[C:23]3[C:18](=[CH:19][C:20]([C:24]([F:26])([F:27])[F:25])=[CH:21][CH:22]=3)[C@@H:17]([NH:28][CH2:37][C:36]3[CH:39]=[C:40]([C:42]([F:44])([F:45])[F:43])[CH:41]=[C:34]([C:33]([F:32])([F:46])[F:47])[CH:35]=3)[CH2:16][C@H:15]2[CH2:29][CH3:30])=[O:13])[CH2:10][CH2:11]1)[CH3:2], predict the reactants needed to synthesize it. The reactants are: [CH2:1]([O:3][C:4](=[O:31])[CH2:5][CH:6]1[CH2:11][CH2:10][CH:9]([C:12]([N:14]2[C:23]3[C:18](=[CH:19][C:20]([C:24]([F:27])([F:26])[F:25])=[CH:21][CH:22]=3)[C@@H:17]([NH2:28])[CH2:16][C@H:15]2[CH2:29][CH3:30])=[O:13])[CH2:8][CH2:7]1)[CH3:2].[F:32][C:33]([F:47])([F:46])[C:34]1[CH:35]=[C:36]([CH:39]=[C:40]([C:42]([F:45])([F:44])[F:43])[CH:41]=1)[CH:37]=O.C(O[BH-](OC(=O)C)OC(=O)C)(=O)C.[Na+]. (8) The reactants are: [CH3:1][C:2]([CH3:19])([CH3:18])[CH2:3][O:4][C:5]1[CH:13]=[CH:12][C:11]([S:14]([CH3:17])(=[O:16])=[O:15])=[CH:10][C:6]=1[C:7]([OH:9])=O.Cl.[CH2:21]([S:25]([C:28]1[S:32][C:31]([N:33]2[CH2:38][CH2:37][NH:36][CH2:35][CH2:34]2)=[N:30][CH:29]=1)(=[O:27])=[O:26])[CH2:22][CH2:23][CH3:24]. Given the product [CH2:21]([S:25]([C:28]1[S:32][C:31]([N:33]2[CH2:38][CH2:37][N:36]([C:7]([C:6]3[CH:10]=[C:11]([S:14]([CH3:17])(=[O:16])=[O:15])[CH:12]=[CH:13][C:5]=3[O:4][CH2:3][C:2]([CH3:1])([CH3:19])[CH3:18])=[O:9])[CH2:35][CH2:34]2)=[N:30][CH:29]=1)(=[O:27])=[O:26])[CH2:22][CH2:23][CH3:24], predict the reactants needed to synthesize it. (9) Given the product [F:1][C:2]1[CH:3]=[C:4]([CH:9]2[C:16]3[CH:15]=[C:14]([C:17]([OH:19])=[O:18])[NH:13][C:12]=3[CH2:11][CH2:10]2)[CH:5]=[CH:6][C:7]=1[F:8], predict the reactants needed to synthesize it. The reactants are: [F:1][C:2]1[CH:3]=[C:4]([CH:9]2[C:16]3[CH:15]=[C:14]([C:17]([O:19]C)=[O:18])[NH:13][C:12]=3[CH2:11][CH2:10]2)[CH:5]=[CH:6][C:7]=1[F:8].[OH-].[Li+].O. (10) Given the product [F:23][C:24]1[CH:31]=[CH:30][CH:29]=[C:26]([C:27]#[N:28])[C:25]=1[C:2]1[CH:3]=[C:4]([C:9]2[N:10]=[C:11]([C:15]3[CH:20]=[CH:19][C:18]([F:21])=[CH:17][C:16]=3[F:22])[N:12]=[N:13][CH:14]=2)[CH:5]=[CH:6][C:7]=1[F:8], predict the reactants needed to synthesize it. The reactants are: Br[C:2]1[CH:3]=[C:4]([C:9]2[N:10]=[C:11]([C:15]3[CH:20]=[CH:19][C:18]([F:21])=[CH:17][C:16]=3[F:22])[N:12]=[N:13][CH:14]=2)[CH:5]=[CH:6][C:7]=1[F:8].[F:23][C:24]1[C:25](B2OC(C)(C)C(C)(C)O2)=[C:26]([CH:29]=[CH:30][CH:31]=1)[C:27]#[N:28].